Dataset: CYP2C9 inhibition data for predicting drug metabolism from PubChem BioAssay. Task: Regression/Classification. Given a drug SMILES string, predict its absorption, distribution, metabolism, or excretion properties. Task type varies by dataset: regression for continuous measurements (e.g., permeability, clearance, half-life) or binary classification for categorical outcomes (e.g., BBB penetration, CYP inhibition). Dataset: cyp2c9_veith. (1) The drug is CC(=O)N1CCC2(CCCN(c3ccccn3)C2)CC1. The result is 0 (non-inhibitor). (2) The drug is O=C1c2ccccc2C2=Nc3ccccc3SC(c3ccccc3F)C12. The result is 1 (inhibitor). (3) The molecule is NCCP(=O)(O)O. The result is 0 (non-inhibitor). (4) The drug is CCc1cc2c(nc1CC)CCN(CC/C(C)=N/O[C@@H](C)c1cc(-c3c(C)cc(C)cc3C)no1)C2. The result is 0 (non-inhibitor). (5) The compound is NNC(=O)CNc1cccc(Br)c1. The result is 0 (non-inhibitor).